Dataset: Drug-target binding data from BindingDB using Ki measurements. Task: Regression. Given a target protein amino acid sequence and a drug SMILES string, predict the binding affinity score between them. We predict pKi (pKi = -log10(Ki in M); higher means stronger inhibition). Dataset: bindingdb_ki. (1) The compound is COc1ccc(C(CN(C)C)C2(O)CCCCC2)cc1. The target is MLLARMKPQVQPELGGADQ. The pKi is 5.9. (2) The small molecule is C=CCn1cnc2c1c(=O)n(C)c(=O)n2CC(C)C. The target protein (P46616) has sequence MSSSVYITVELVIAVLAILGNVLVCWAVWINSNLQNVTNYFVVSLAAADIAVGVLAIPFAITISTGFCAACHGCLFFACFVLVLTQSSIFSLLTITIDRYIAIRIPLRYNGLVTCTRAKGIIAICWVLSFAIGLTPMLGWNNCSQPKGDKNHSESCDEGQVTCLFEDVVPMNYMVYYNFFAFVLVPLLLMLGIYLRIFLAARRQLKQMESQPLPGERTRSTLQKEVHPAKSLAIIVGLFALCCLPLNIINCFTFFCPECDHAPPWLMYLTIILSHGNSVVNPLIYAYRIREFRQTFRKIIRSHILRRRELFKAGGTSARASAAHSPEGEQVSLRLNGHPPGVWANGSALRPEQRPNGYVLGLVSGRSAQRSHGDASLSDVELLSHEHKGTCPESPSLEDPPAHGGAGVS. The pKi is 5.1. (3) The compound is Cc1ccc2oc(=O)n(CCCCn3cc(CCCCC[C@@H]4SC[C@@H]5NC(=O)N[C@H]45)nn3)c2c1. The target protein (P06709) has sequence MKDNTVPLKLIALLANGEFHSGEQLGETLGMSRAAINKHIQTLRDWGVDVFTVPGKGYSLPEPIQLLNAKQILGQLDGGSVAVLPVIDSTNQYLLDRIGELKSGDACIAEYQQAGRGRRGRKWFSPFGANLYLSMFWRLEQGPAAAIGLSLVIGIVMAEVLRKLGADKVRVKWPNDLYLQDRKLAGILVELTGKTGDAAQIVIGAGINMAMRRVEESVVNQGWITLQEAGINLDRNTLAAMLIRELRAALELFEQEGLAPYLSRWEKLDNFINRPVKLIIGDKEIFGISRGIDKQGALLLEQDGIIKPWMGGEISLRSAEK. The pKi is 4.5. (4) The small molecule is CC(C)SCC[C@@H](C)[C@H]1CC[C@@]2(C)[C@@H]3CC[C@H]4C(C)(C)[C@@H](O)CCC45CC35CC[C@]12C. The target protein sequence is MQKKKKNRNEVVLCSAEGTGGCSRLAAMDLASNLGGKIDKAEVLSAVQKYEKYHVCYGGQEEERKANYTDMVNKYYDLVTSFYEFGWGESFHFAPRWKGESLRESIKRHEHFLPLQLGLKPGQKVLDVGCGIGGPLREISRFSSTSITGLNNNEYQITRGKELNRIAGVDKTCNFVKADFMKMPFPDNSFDAVYAIEATCHAPDAYGCYKEIFRVLKPGQYFAAYEWCMTDSFDPQNPEHQKIKAEIEIGDGLPDIRLTAKCLEALKQAGFEVIWEKDLAVDSPLPWYLPLDKSHFSLSSFRLTAVGRLFTKNMVKVLEYVGLAPKGSLRVQDFLEKAAEGLVEGGKREIFTPMYFFLARKPDLDRN. The pKi is 5.7. (5) The compound is CCNC(=O)C1CCCN1C(=O)[C@H](CCCNC(=N)N)NC(=O)[C@H](CC(C)C)NC(=O)[C@@H](Cc1c[nH]c2ccccc12)NC(=O)[C@H](Cc1ccc(O)cc1)NC(=O)[C@H](COCc1ccccc1)NC(=O)CCc1cccc2ccccc12. The target protein (P16235) has sequence MGRRVPALRQLLVLAVLLLKPSQLQSRELSGSRCPEPCDCAPDGALRCPGPRAGLARLSLTYLPVKVIPSQAFRGLNEVVKIEISQSDSLERIEANAFDNLLNLSELLIQNTKNLLYIEPGAFTNLPRLKYLSICNTGIRTLPDVTKISSSEFNFILEICDNLHITTIPGNAFQGMNNESVTLKLYGNGFEEVQSHAFNGTTLISLELKENIYLEKMHSGAFQGATGPSILDISSTKLQALPSHGLESIQTLIALSSYSLKTLPSKEKFTSLLVATLTYPSHCCAFRNLPKKEQNFSFSIFENFSKQCESTVRKADNETLYSAIFEENELSGWDYDYGFCSPKTLQCAPEPDAFNPCEDIMGYAFLRVLIWLINILAIFGNLTVLFVLLTSRYKLTVPRFLMCNLSFADFCMGLYLLLIASVDSQTKGQYYNHAIDWQTGSGCGAAGFFTVFASELSVYTLTVITLERWHTITYAVQLDQKLRLRHAIPIMLGGWLFSTL.... The pKi is 8.2. (6) The drug is CNCCCN1c2ccccc2CCc2ccccc21. The target is MLLARMKPQVQPELGGADQ. The pKi is 8.1.